Dataset: Peptide-MHC class I binding affinity with 185,985 pairs from IEDB/IMGT. Task: Regression. Given a peptide amino acid sequence and an MHC pseudo amino acid sequence, predict their binding affinity value. This is MHC class I binding data. (1) The peptide sequence is GLYEAIEEC. The MHC is HLA-A02:12 with pseudo-sequence HLA-A02:12. The binding affinity (normalized) is 0.936. (2) The peptide sequence is IIDAKNDDWK. The MHC is HLA-A11:01 with pseudo-sequence HLA-A11:01. The binding affinity (normalized) is 0.106.